From a dataset of Forward reaction prediction with 1.9M reactions from USPTO patents (1976-2016). Predict the product of the given reaction. The product is: [Cl:1][C:2]1[CH:3]=[C:4]([CH:5]=[C:6]([Cl:8])[CH:7]=1)[O:9][C:17]1[N:22]=[CH:21][C:20]([C:23]2[CH:35]=[CH:34][C:26]([C:27]([NH:29][S:30]([CH3:33])(=[O:32])=[O:31])=[O:28])=[CH:25][C:24]=2[O:36][CH3:37])=[CH:19][C:18]=1[CH3:38]. Given the reactants [Cl:1][C:2]1[CH:3]=[C:4]([OH:9])[CH:5]=[C:6]([Cl:8])[CH:7]=1.C(=O)([O-])[O-].[Cs+].[Cs+].F[C:17]1[N:22]=[CH:21][C:20]([C:23]2[CH:35]=[CH:34][C:26]([C:27]([NH:29][S:30]([CH3:33])(=[O:32])=[O:31])=[O:28])=[CH:25][C:24]=2[O:36][CH3:37])=[CH:19][C:18]=1[CH3:38], predict the reaction product.